The task is: Predict the reactants needed to synthesize the given product.. This data is from Full USPTO retrosynthesis dataset with 1.9M reactions from patents (1976-2016). Given the product [ClH:1].[Cl:1][C:2]1[CH:3]=[C:4]([C@@H:9]2[O:15][CH2:14][CH2:13][NH:12][CH2:11][C@H:10]2[C:23]([OH:26])([CH3:24])[CH3:25])[CH:5]=[CH:6][C:7]=1[Cl:8], predict the reactants needed to synthesize it. The reactants are: [Cl:1][C:2]1[CH:3]=[C:4]([C@@H:9]2[O:15][CH2:14][CH2:13][N:12](C(OC(C)(C)C)=O)[CH2:11][C@H:10]2[C:23]([OH:26])([CH3:25])[CH3:24])[CH:5]=[CH:6][C:7]=1[Cl:8].Cl.C(OCC)(=O)C.